This data is from Catalyst prediction with 721,799 reactions and 888 catalyst types from USPTO. The task is: Predict which catalyst facilitates the given reaction. (1) Reactant: [Cl:1][C:2]1[CH:7]=[CH:6][C:5]([C:8]2[CH:40]=[CH:39][C:38]([C:41](=[O:44])[NH:42][CH3:43])=[CH:37][C:9]=2[CH2:10][O:11][C:12]2[CH:17]=[CH:16][C:15]([C:18]3[N:22]([CH:23]4[CH2:28][CH2:27][CH2:26][CH2:25][CH2:24]4)[C:21]4[CH:29]=[CH:30][C:31]([C:33]([O:35]C)=[O:34])=[CH:32][C:20]=4[N:19]=3)=[CH:14][CH:13]=2)=[CH:4][CH:3]=1. Product: [ClH:1].[Cl:1][C:2]1[CH:7]=[CH:6][C:5]([C:8]2[CH:40]=[CH:39][C:38]([C:41](=[O:44])[NH:42][CH3:43])=[CH:37][C:9]=2[CH2:10][O:11][C:12]2[CH:13]=[CH:14][C:15]([C:18]3[N:22]([CH:23]4[CH2:28][CH2:27][CH2:26][CH2:25][CH2:24]4)[C:21]4[CH:29]=[CH:30][C:31]([C:33]([OH:35])=[O:34])=[CH:32][C:20]=4[N:19]=3)=[CH:16][CH:17]=2)=[CH:4][CH:3]=1. The catalyst class is: 7. (2) Reactant: [Br:1][C:2]1[CH:7]=[CH:6][C:5]([Br:8])=[CH:4][C:3]=1[S:9]([NH:12][C@H:13]1[CH2:17][N:16]([C:18]([O:20][C:21]([CH3:24])([CH3:23])[CH3:22])=[O:19])[C@@H:15]([CH2:25][OH:26])[CH2:14]1)(=[O:11])=[O:10].CCN(CC)CC.[N:34]([C:37]1[CH:42]=[CH:41][C:40]([C:43]([F:46])([F:45])[F:44])=[CH:39][CH:38]=1)=[C:35]=[O:36]. Product: [Br:1][C:2]1[CH:7]=[CH:6][C:5]([Br:8])=[CH:4][C:3]=1[S:9]([NH:12][C@H:13]1[CH2:17][N:16]([C:18]([O:20][C:21]([CH3:22])([CH3:23])[CH3:24])=[O:19])[C@@H:15]([CH2:25][O:26][C:35]([NH:34][C:37]2[CH:38]=[CH:39][C:40]([C:43]([F:44])([F:45])[F:46])=[CH:41][CH:42]=2)=[O:36])[CH2:14]1)(=[O:10])=[O:11]. The catalyst class is: 2. (3) Reactant: O[N:2]=[CH:3][C:4]1[CH:5]=[CH:6][C:7]([O:14][CH3:15])=[C:8]([CH:13]=1)[C:9]([O:11][CH3:12])=[O:10].S(Cl)(Cl)=O. Product: [C:3]([C:4]1[CH:5]=[CH:6][C:7]([O:14][CH3:15])=[C:8]([CH:13]=1)[C:9]([O:11][CH3:12])=[O:10])#[N:2]. The catalyst class is: 2. (4) Reactant: C[O:2][C:3](=[O:39])[C@H:4]([NH:11][C:12]([C:14]12[CH2:21][C:18]([C:22]3[NH:30][C:29]4[C:28](=[O:31])[N:27]([CH2:32][CH2:33][CH3:34])[C:26](=[O:35])[N:25]([CH2:36][CH2:37][CH3:38])[C:24]=4[N:23]=3)([CH2:19][CH2:20]1)[CH2:17][CH2:16][CH2:15]2)=[O:13])[C:5]1[CH:10]=[CH:9][CH:8]=[CH:7][CH:6]=1.[Li+].[OH-]. Product: [O:35]=[C:26]1[N:25]([CH2:36][CH2:37][CH3:38])[C:24]2[N:23]=[C:22]([C:18]34[CH2:21][C:14]([C:12]([NH:11][C@H:4]([C:5]5[CH:6]=[CH:7][CH:8]=[CH:9][CH:10]=5)[C:3]([OH:39])=[O:2])=[O:13])([CH2:20][CH2:19]3)[CH2:15][CH2:16][CH2:17]4)[NH:30][C:29]=2[C:28](=[O:31])[N:27]1[CH2:32][CH2:33][CH3:34]. The catalyst class is: 1. (5) Reactant: C(N(CC)CC)C.[CH2:8]([CH:10]([CH2:14][CH3:15])[CH2:11][CH2:12][OH:13])[CH3:9].[CH3:16][S:17](Cl)(=[O:19])=[O:18]. Product: [CH3:16][S:17]([O:13][CH2:12][CH2:11][CH:10]([CH2:14][CH3:15])[CH2:8][CH3:9])(=[O:19])=[O:18]. The catalyst class is: 268. (6) Reactant: [C@H:1]1([NH:10][C:11]2[CH:20]=[CH:19][C:18]3[C:13](=[CH:14][CH:15]=[C:16]([C:21]#[N:22])[CH:17]=3)[N:12]=2)[C:9]2[C:4](=[CH:5][CH:6]=[CH:7][CH:8]=2)[CH2:3][CH2:2]1.Cl.[NH2:24][OH:25].C(=O)([O-])[O-].[Na+].[Na+]. Product: [OH:25][NH:24][C:21]([C:16]1[CH:17]=[C:18]2[C:13](=[CH:14][CH:15]=1)[N:12]=[C:11]([NH:10][C@H:1]1[C:9]3[C:4](=[CH:5][CH:6]=[CH:7][CH:8]=3)[CH2:3][CH2:2]1)[CH:20]=[CH:19]2)=[NH:22]. The catalyst class is: 88.